Dataset: NCI-60 drug combinations with 297,098 pairs across 59 cell lines. Task: Regression. Given two drug SMILES strings and cell line genomic features, predict the synergy score measuring deviation from expected non-interaction effect. (1) Drug 1: CC1CCC2CC(C(=CC=CC=CC(CC(C(=O)C(C(C(=CC(C(=O)CC(OC(=O)C3CCCCN3C(=O)C(=O)C1(O2)O)C(C)CC4CCC(C(C4)OC)OCCO)C)C)O)OC)C)C)C)OC. Drug 2: COC1=C2C(=CC3=C1OC=C3)C=CC(=O)O2. Cell line: RXF 393. Synergy scores: CSS=1.27, Synergy_ZIP=0.240, Synergy_Bliss=1.33, Synergy_Loewe=-2.90, Synergy_HSA=-0.568. (2) Drug 1: C1CC(=O)NC(=O)C1N2CC3=C(C2=O)C=CC=C3N. Drug 2: CC1C(C(CC(O1)OC2CC(CC3=C2C(=C4C(=C3O)C(=O)C5=C(C4=O)C(=CC=C5)OC)O)(C(=O)CO)O)N)O.Cl. Cell line: HS 578T. Synergy scores: CSS=40.8, Synergy_ZIP=1.32, Synergy_Bliss=0.327, Synergy_Loewe=-12.7, Synergy_HSA=1.16. (3) Drug 1: C1C(C(OC1N2C=C(C(=O)NC2=O)F)CO)O. Drug 2: CC1C(C(CC(O1)OC2CC(CC3=C2C(=C4C(=C3O)C(=O)C5=C(C4=O)C(=CC=C5)OC)O)(C(=O)CO)O)N)O.Cl. Cell line: SNB-19. Synergy scores: CSS=42.6, Synergy_ZIP=-7.12, Synergy_Bliss=-6.21, Synergy_Loewe=-4.19, Synergy_HSA=-1.05. (4) Drug 1: CN(CCCl)CCCl.Cl. Drug 2: CC12CCC3C(C1CCC2OP(=O)(O)O)CCC4=C3C=CC(=C4)OC(=O)N(CCCl)CCCl.[Na+]. Cell line: KM12. Synergy scores: CSS=15.9, Synergy_ZIP=-6.15, Synergy_Bliss=-1.24, Synergy_Loewe=-8.28, Synergy_HSA=1.04. (5) Drug 1: CC(CN1CC(=O)NC(=O)C1)N2CC(=O)NC(=O)C2. Drug 2: CC1C(C(CC(O1)OC2CC(CC3=C2C(=C4C(=C3O)C(=O)C5=C(C4=O)C(=CC=C5)OC)O)(C(=O)C)O)N)O.Cl. Cell line: NCI-H322M. Synergy scores: CSS=12.5, Synergy_ZIP=1.00, Synergy_Bliss=3.81, Synergy_Loewe=1.77, Synergy_HSA=4.01. (6) Drug 1: C1CC(C1)(C(=O)O)C(=O)O.[NH2-].[NH2-].[Pt+2]. Drug 2: C1CC(=O)NC(=O)C1N2C(=O)C3=CC=CC=C3C2=O. Cell line: HCT-15. Synergy scores: CSS=17.7, Synergy_ZIP=-3.07, Synergy_Bliss=-13.1, Synergy_Loewe=-2.72, Synergy_HSA=-7.64. (7) Drug 1: C1=CC(=C2C(=C1NCCNCCO)C(=O)C3=C(C=CC(=C3C2=O)O)O)NCCNCCO. Drug 2: CC1=CC=C(C=C1)C2=CC(=NN2C3=CC=C(C=C3)S(=O)(=O)N)C(F)(F)F. Cell line: MDA-MB-435. Synergy scores: CSS=20.7, Synergy_ZIP=1.51, Synergy_Bliss=10.8, Synergy_Loewe=-10.7, Synergy_HSA=8.60.